Dataset: Full USPTO retrosynthesis dataset with 1.9M reactions from patents (1976-2016). Task: Predict the reactants needed to synthesize the given product. (1) Given the product [CH3:1][NH:2][C:4]1[CH:9]=[CH:8][C:7]([N+:10]([O-:12])=[O:11])=[CH:6][C:5]=1[CH2:13][OH:14], predict the reactants needed to synthesize it. The reactants are: [CH3:1][NH2:2].F[C:4]1[CH:9]=[CH:8][C:7]([N+:10]([O-:12])=[O:11])=[CH:6][C:5]=1[CH2:13][OH:14]. (2) Given the product [Br:3][C:4]1[CH:5]=[CH:6][C:7]([O:8][CH:9]2[CH2:10][CH2:11][CH:12]([OH:15])[CH2:13][CH2:14]2)=[CH:16][CH:17]=1, predict the reactants needed to synthesize it. The reactants are: [BH4-].[Na+].[Br:3][C:4]1[CH:17]=[CH:16][C:7]([O:8][CH:9]2[CH2:14][CH2:13][C:12](=[O:15])[CH2:11][CH2:10]2)=[CH:6][CH:5]=1. (3) The reactants are: [CH3:1][O:2][C:3](=[O:12])[CH2:4][C:5]1[CH:10]=[CH:9][C:8](Br)=[CH:7][CH:6]=1.C1(P(C2CCCCC2)C2C=CC=CC=2C2C(OC)=CC=CC=2OC)CCCCC1.P([O-])([O-])([O-])=O.[K+].[K+].[K+].[CH2:50]([C:52]([C:71]1[CH:76]=[CH:75][C:74](/[CH:77]=[CH:78]/[C:79]2([OH:84])[CH2:83][CH2:82][CH2:81][CH2:80]2)=[C:73]([CH3:85])[CH:72]=1)([C:55]1[CH:60]=[CH:59][C:58](B2OC(C)(C)C(C)(C)O2)=[C:57]([CH3:70])[CH:56]=1)[CH2:53][CH3:54])[CH3:51].C(=O)(O)[O-].[Na+]. Given the product [CH3:1][O:2][C:3](=[O:12])[CH2:4][C:5]1[CH:10]=[CH:9][C:8]([C:58]2[CH:59]=[CH:60][C:55]([C:52]([CH2:53][CH3:54])([C:71]3[CH:76]=[CH:75][C:74](/[CH:77]=[CH:78]/[C:79]4([OH:84])[CH2:80][CH2:81][CH2:82][CH2:83]4)=[C:73]([CH3:85])[CH:72]=3)[CH2:50][CH3:51])=[CH:56][C:57]=2[CH3:70])=[CH:7][CH:6]=1, predict the reactants needed to synthesize it. (4) Given the product [Br:1][C:2]1[CH:7]=[CH:6][C:5]([C:8]2[N:20]([CH3:21])[C:11]3=[N:12][CH:13]=[C:14]([C:16]([F:18])([F:19])[F:17])[CH:15]=[C:10]3[N:9]=2)=[C:4]([S:22]([CH2:23][CH3:24])=[O:33])[CH:3]=1.[Br:1][C:2]1[CH:7]=[CH:6][C:5]([C:8]2[N:20]([CH3:21])[C:11]3=[N:12][CH:13]=[C:14]([C:16]([F:18])([F:19])[F:17])[CH:15]=[C:10]3[N:9]=2)=[C:4]([S:41]([CH2:26][CH3:27])(=[O:45])=[O:43])[CH:3]=1, predict the reactants needed to synthesize it. The reactants are: [Br:1][C:2]1[CH:7]=[CH:6][C:5]([C:8]2[N:20]([CH3:21])[C:11]3=[N:12][CH:13]=[C:14]([C:16]([F:19])([F:18])[F:17])[CH:15]=[C:10]3[N:9]=2)=[C:4]([S:22][CH2:23][CH3:24])[CH:3]=1.Cl[C:26]1C=CC=C(C(OO)=[O:33])[CH:27]=1.C(=O)([O-])O.[Na+].[S:41]([O-:45])([O-])(=[O:43])=S.[Na+].[Na+]. (5) Given the product [F:12][CH2:13][CH2:14][N:1]1[CH:5]=[CH:4][CH:3]=[C:2]1[C:6]([O:8][CH3:9])=[O:7], predict the reactants needed to synthesize it. The reactants are: [NH:1]1[CH:5]=[CH:4][CH:3]=[C:2]1[C:6]([O:8][CH3:9])=[O:7].[H-].[Na+].[F:12][CH2:13][CH2:14]I.O. (6) Given the product [C:1]([C:5]1[S:9]/[C:8](=[N:10]\[C:11](=[O:21])[C:12]2[CH:17]=[C:16]([Cl:18])[CH:15]=[CH:14][C:13]=2[O:19][CH3:20])/[N:7]([CH2:29][C:30]2([CH3:34])[CH2:33][O:32][CH2:31]2)[CH:6]=1)([CH3:4])([CH3:2])[CH3:3], predict the reactants needed to synthesize it. The reactants are: [C:1]([C:5]1[S:9][C:8]([NH:10][C:11](=[O:21])[C:12]2[CH:17]=[C:16]([Cl:18])[CH:15]=[CH:14][C:13]=2[O:19][CH3:20])=[N:7][CH:6]=1)([CH3:4])([CH3:3])[CH3:2].CC(C)([O-])C.[K+].Cl[CH2:29][C:30]1([CH3:34])[CH2:33][O:32][CH2:31]1.